From a dataset of Full USPTO retrosynthesis dataset with 1.9M reactions from patents (1976-2016). Predict the reactants needed to synthesize the given product. (1) Given the product [O:2]=[C:3]1[C:8]([C:9]2[CH:10]=[CH:11][C:12]([N:15]3[CH:19]=[C:18]([CH2:20][C:21]4[CH:25]=[CH:24][S:23][C:22]=4[C:26]([NH2:28])=[O:27])[N:17]=[CH:16]3)=[CH:13][CH:14]=2)=[CH:7][CH:6]=[CH:5][NH:4]1, predict the reactants needed to synthesize it. The reactants are: C[O:2][C:3]1[C:8]([C:9]2[CH:14]=[CH:13][C:12]([N:15]3[CH:19]=[C:18]([CH2:20][C:21]4[CH:25]=[CH:24][S:23][C:22]=4[C:26]([NH2:28])=[O:27])[N:17]=[CH:16]3)=[CH:11][CH:10]=2)=[CH:7][CH:6]=[CH:5][N:4]=1.[Na+].[I-].C[Si](Cl)(C)C. (2) The reactants are: [CH3:1][C:2]1([CH3:32])[CH2:11][CH:10]=[C:9]([C:12]2[CH:17]=[CH:16][C:15]([CH3:18])=[CH:14][CH:13]=2)[C:8]2[CH:7]=[C:6]([C:19]#[C:20][C:21]3[CH:31]=[CH:30][C:24]([C:25]([O:27][CH2:28][CH3:29])=[O:26])=[CH:23][CH:22]=3)[CH:5]=[CH:4][C:3]1=2.[CH3:33]C1(C)CC=C(OS(C(F)(F)F)(=O)=O)C2C=C(C#CC3C=CC(C(OCC)=O)=CC=3)C=CC1=2. Given the product [CH3:32][C:2]1([CH3:1])[CH2:11][CH:10]=[C:9]([C:12]2[CH:17]=[CH:16][C:15]([CH2:18][CH3:33])=[CH:14][CH:13]=2)[C:8]2[CH:7]=[C:6]([C:19]#[C:20][C:21]3[CH:22]=[CH:23][C:24]([C:25]([O:27][CH2:28][CH3:29])=[O:26])=[CH:30][CH:31]=3)[CH:5]=[CH:4][C:3]1=2, predict the reactants needed to synthesize it.